From a dataset of Reaction yield outcomes from USPTO patents with 853,638 reactions. Predict the reaction yield, written as a fraction of the theoretical maximum amount of product (1.0 means a 100% yield; for example, 0.34 means a 34% yield). (1) The reactants are Cl[C:2]1[C:7]([OH:8])=[C:6]([F:9])[C:5]([CH3:10])=[C:4]([N+:11]([O-])=O)[CH:3]=1.C([O-])=O.[NH4+]. The catalyst is C(O)C.[Pd]. The product is [NH2:11][C:4]1[CH:3]=[CH:2][C:7]([OH:8])=[C:6]([F:9])[C:5]=1[CH3:10]. The yield is 1.00. (2) The reactants are [F:1][C:2]1[CH:9]=[C:8]([CH3:10])[CH:7]=[CH:6][C:3]=1[C:4]#[N:5].N(C1(C#N)CCCCC1)=NC1(C#N)CCCCC1.C1C(=O)N([Br:36])C(=O)C1.[O-]S([O-])(=S)=O.[Na+].[Na+]. The catalyst is C(Cl)(Cl)(Cl)Cl.O. The product is [Br:36][CH2:10][C:8]1[CH:7]=[CH:6][C:3]([C:4]#[N:5])=[C:2]([F:1])[CH:9]=1. The yield is 0.650. (3) The reactants are [NH2:1][C:2]1[N:7]2[CH:8]=[C:9]([CH2:11][CH3:12])[N:10]=[C:6]2[C:5]([C:13]([OH:15])=O)=[CH:4][C:3]=1[Cl:16].[NH2:17][CH2:18][CH:19]1[CH2:24][CH2:23][N:22](C(OC(C)(C)C)=O)[CH2:21][CH2:20]1.P(C#N)(=O)(OCC)OCC.C(N(C(C)C)CC)(C)C. The catalyst is CN(C)C=O. The product is [NH2:1][C:2]1[N:7]2[CH:8]=[C:9]([CH2:11][CH3:12])[N:10]=[C:6]2[C:5]([C:13]([NH:17][CH2:18][CH:19]2[CH2:24][CH2:23][NH:22][CH2:21][CH2:20]2)=[O:15])=[CH:4][C:3]=1[Cl:16]. The yield is 0.900. (4) The reactants are [C:1]([C:3]1[CH:31]=[CH:30][C:6]([C:7]([NH:9][NH:10][C:11](=O)[C@H:12]([NH:16][C:17]2[C:26]3[C:21](=[CH:22][CH:23]=[CH:24][CH:25]=3)[C:20]([C:27]#[N:28])=[CH:19][CH:18]=2)[C@H:13]([OH:15])[CH3:14])=[O:8])=[CH:5][CH:4]=1)#[N:2].C(NP1(N(CC)CC)N(C)CCCN1C)(C)(C)C. The catalyst is C1COCC1. The product is [C:1]([C:3]1[CH:31]=[CH:30][C:6]([C:7]2[O:8][C:11]([C@H:12]([NH:16][C:17]3[C:26]4[C:21](=[CH:22][CH:23]=[CH:24][CH:25]=4)[C:20]([C:27]#[N:28])=[CH:19][CH:18]=3)[C@H:13]([OH:15])[CH3:14])=[N:10][N:9]=2)=[CH:5][CH:4]=1)#[N:2]. The yield is 0.0300.